Dataset: Peptide-MHC class I binding affinity with 185,985 pairs from IEDB/IMGT. Task: Regression. Given a peptide amino acid sequence and an MHC pseudo amino acid sequence, predict their binding affinity value. This is MHC class I binding data. The peptide sequence is QVPLRPMTY. The MHC is HLA-A74:01 with pseudo-sequence HLA-A74:01. The binding affinity (normalized) is 0.0847.